From a dataset of Full USPTO retrosynthesis dataset with 1.9M reactions from patents (1976-2016). Predict the reactants needed to synthesize the given product. (1) Given the product [CH2:1]([O:8][C:9]1[CH:10]=[C:11]([CH2:17][CH:18]([NH2:32])[C:19]([CH3:24])([CH3:23])[CH2:20][O:21][CH3:22])[CH:12]=[CH:13][C:14]=1[O:15][CH3:16])[C:2]1[CH:7]=[CH:6][CH:5]=[CH:4][CH:3]=1, predict the reactants needed to synthesize it. The reactants are: [CH2:1]([O:8][C:9]1[CH:10]=[C:11]([CH2:17][C:18](=O)[C:19]([CH3:24])([CH3:23])[CH2:20][O:21][CH3:22])[CH:12]=[CH:13][C:14]=1[O:15][CH3:16])[C:2]1[CH:7]=[CH:6][CH:5]=[CH:4][CH:3]=1.C([O-])(=O)C.[NH4+].C([BH3-])#[N:32].[Na+]. (2) Given the product [F:10][CH:9]([F:11])[C:6]1[N:7]=[CH:8][C:3]([CH2:2][NH:1][C:28](=[O:33])[C:29]([CH3:32])([CH3:31])[CH3:30])=[CH:4][C:5]=1[C:12]1[NH:16][C:15](=[O:17])[N:14]([C:18]2[CH:23]=[CH:22][C:21]([C:24]([F:26])([F:25])[F:27])=[CH:20][CH:19]=2)[N:13]=1, predict the reactants needed to synthesize it. The reactants are: [NH2:1][CH2:2][C:3]1[CH:4]=[C:5]([C:12]2[NH:16][C:15](=[O:17])[N:14]([C:18]3[CH:23]=[CH:22][C:21]([C:24]([F:27])([F:26])[F:25])=[CH:20][CH:19]=3)[N:13]=2)[C:6]([CH:9]([F:11])[F:10])=[N:7][CH:8]=1.[C:28](Cl)(=[O:33])[C:29]([CH3:32])([CH3:31])[CH3:30]. (3) Given the product [Cl:1][C:2]1[CH:3]=[CH:4][C:5]([NH:8][C:9]2[N:14]=[C:13]([NH:15][CH3:16])[C:12]([NH2:17])=[CH:11][N:10]=2)=[CH:6][CH:7]=1, predict the reactants needed to synthesize it. The reactants are: [Cl:1][C:2]1[CH:7]=[CH:6][C:5]([NH:8][C:9]2[N:14]=[C:13]([NH:15][CH3:16])[C:12]([N+:17]([O-])=O)=[CH:11][N:10]=2)=[CH:4][CH:3]=1.CN(C)C=O.[H][H]. (4) Given the product [Cl:25][C:26]1[C:27]([CH3:48])=[C:28]([C:37]2[CH:38]=[CH:39][C:40]([C:43]([N:45]([CH3:47])[CH3:46])=[O:44])=[N:41][CH:42]=2)[C:29]([O:35][CH3:36])=[C:30]([CH:32]([N:15]2[C:11]3[CH:10]=[CH:49][N:50]=[C:7]([NH:6][CH2:5][C:4]4[CH:17]=[CH:18][C:19]([O:21][CH3:22])=[CH:20][C:3]=4[O:2][CH3:1])[C:12]=3[C:13]([CH3:16])=[N:14]2)[CH3:33])[CH:31]=1, predict the reactants needed to synthesize it. The reactants are: [CH3:1][O:2][C:3]1[CH:20]=[C:19]([O:21][CH3:22])[CH:18]=[CH:17][C:4]=1[CH2:5][NH:6][C:7]1C=N[CH:10]=[C:11]2[NH:15][N:14]=[C:13]([CH3:16])[C:12]=12.[H-].[Na+].[Cl:25][C:26]1[C:27]([CH3:48])=[C:28]([C:37]2[CH:38]=[CH:39][C:40]([C:43]([N:45]([CH3:47])[CH3:46])=[O:44])=[N:41][CH:42]=2)[C:29]([O:35][CH3:36])=[C:30]([CH:32](Cl)[CH3:33])[CH:31]=1.[CH3:49][N:50](C)C=O. (5) Given the product [NH2:8][CH2:9][CH:10]1[CH2:15][CH2:14][N:13]([CH2:16][CH2:17][CH2:18][O:19][C:20]2[CH:29]=[C:28]3[C:23]([C:24]([NH:30][C:31]([NH:33][C:34]4[C:35]([CH3:41])=[CH:36][CH:37]=[CH:38][C:39]=4[CH3:40])=[O:32])=[N:25][CH:26]=[N:27]3)=[CH:22][C:21]=2[O:42][CH3:43])[CH2:12][CH2:11]1, predict the reactants needed to synthesize it. The reactants are: C(OC([NH:8][CH2:9][CH:10]1[CH2:15][CH2:14][N:13]([CH2:16][CH2:17][CH2:18][O:19][C:20]2[CH:29]=[C:28]3[C:23]([C:24]([NH:30][C:31]([NH:33][C:34]4[C:39]([CH3:40])=[CH:38][CH:37]=[CH:36][C:35]=4[CH3:41])=[O:32])=[N:25][CH:26]=[N:27]3)=[CH:22][C:21]=2[O:42][CH3:43])[CH2:12][CH2:11]1)=O)(C)(C)C.FC(F)(F)C(O)=O. (6) Given the product [Br:8][C:6]1[CH:5]=[C:4]([Cl:9])[C:3]2[O:10][CH2:17][C:18](=[O:19])[NH:1][C:2]=2[CH:7]=1, predict the reactants needed to synthesize it. The reactants are: [NH2:1][C:2]1[CH:7]=[C:6]([Br:8])[CH:5]=[C:4]([Cl:9])[C:3]=1[OH:10].C([O-])([O-])=O.[Na+].[Na+].[CH3:17][C:18](CC(C)C)=[O:19].ClCC(Cl)=O.